This data is from Reaction yield outcomes from USPTO patents with 853,638 reactions. The task is: Predict the reaction yield, written as a fraction of the theoretical maximum amount of product (1.0 means a 100% yield; for example, 0.34 means a 34% yield). (1) The reactants are [CH3:1][C:2]1[C:3]([NH:8][C:9](=O)OC(C)(C)C)=[N:4][CH:5]=[CH:6][CH:7]=1.C([Li])[CH2:17][CH2:18][CH3:19].CN(OC)C(C1CC1)=O.Cl. The catalyst is O1CCCC1. The product is [CH:17]1([C:9]2[NH:8][C:3]3=[N:4][CH:5]=[CH:6][CH:7]=[C:2]3[CH:1]=2)[CH2:18][CH2:19]1. The yield is 0.900. (2) The reactants are [CH3:1][O:2][C:3]1[CH:4]=[CH:5][C:6]2[CH:10]=[C:9]([C:11]3[CH:16]=[CH:15][C:14]([O:17][CH3:18])=[CH:13][CH:12]=3)[S:8][C:7]=2[CH:19]=1.C1C(=O)N([Br:27])C(=O)C1. The product is [Br:27][C:10]1[C:6]2[CH:5]=[CH:4][C:3]([O:2][CH3:1])=[CH:19][C:7]=2[S:8][C:9]=1[C:11]1[CH:12]=[CH:13][C:14]([O:17][CH3:18])=[CH:15][CH:16]=1. The yield is 0.970. The catalyst is C1COCC1. (3) The product is [CH3:28][NH:29][C:2]1[CH:11]=[CH:10][C:9]2[C:4](=[C:5]([C:12]3[CH:17]=[CH:16][C:15]([C:18]4[CH:19]=[N:20][N:21]([CH3:23])[CH:22]=4)=[CH:14][CH:13]=3)[CH:6]=[N:7][CH:8]=2)[N:3]=1. The reactants are Cl[C:2]1[CH:11]=[CH:10][C:9]2[C:4](=[C:5]([C:12]3[CH:17]=[CH:16][C:15]([C:18]4[CH:19]=[N:20][N:21]([CH3:23])[CH:22]=4)=[CH:14][CH:13]=3)[CH:6]=[N:7][CH:8]=2)[N:3]=1.Cl.CN.C[CH2:28][N:29](CC)CC. The yield is 0.450. The catalyst is CN1C(=O)CCC1. (4) The reactants are [CH2:1]([S:8][CH2:9][CH:10]([CH2:14][CH2:15][C:16]([OH:18])=[O:17])[C:11]([OH:13])=[O:12])[C:2]1[CH:7]=[CH:6][CH:5]=[CH:4][CH:3]=1.ClC1C=CC=C(C(OO)=[O:27])C=1. The catalyst is ClCCl. The product is [CH2:1]([S:8]([CH2:9][CH:10]([CH2:14][CH2:15][C:16]([OH:18])=[O:17])[C:11]([OH:13])=[O:12])=[O:27])[C:2]1[CH:3]=[CH:4][CH:5]=[CH:6][CH:7]=1. The yield is 0.690. (5) The reactants are [Cl:1][C:2]1[C:10]([Cl:11])=[CH:9][C:5]([C:6](Cl)=[O:7])=[C:4]([F:12])[CH:3]=1.[NH2:13][C:14]1[CH:15]=[CH:16][C:17]([C:20]([O:22][CH3:23])=[O:21])=[N:18][CH:19]=1.N1C=CC=CC=1.Cl. The catalyst is ClCCl.CCCCCC. The product is [Cl:1][C:2]1[C:10]([Cl:11])=[CH:9][C:5]([C:6]([NH:13][C:14]2[CH:15]=[CH:16][C:17]([C:20]([O:22][CH3:23])=[O:21])=[N:18][CH:19]=2)=[O:7])=[C:4]([F:12])[CH:3]=1. The yield is 0.810.